From a dataset of Reaction yield outcomes from USPTO patents with 853,638 reactions. Predict the reaction yield, written as a fraction of the theoretical maximum amount of product (1.0 means a 100% yield; for example, 0.34 means a 34% yield). (1) The reactants are [Br:1][C:2]1[CH:7]=[C:6]([N+:8]([O-])=O)[CH:5]=[C:4]([Br:11])[CH:3]=1.O.O.Cl[Sn]Cl.[OH-].[Na+]. The catalyst is C(O)C. The product is [Br:1][C:2]1[CH:7]=[C:6]([CH:5]=[C:4]([Br:11])[CH:3]=1)[NH2:8]. The yield is 0.860. (2) The reactants are [CH2:1]([O:8][N:9]1[C:15](=[O:16])[N:14]2[CH2:17][C@H:10]1[CH2:11][CH2:12][C@H:13]2[CH2:18][N:19]=[N+]=[N-])[C:2]1[CH:7]=[CH:6][CH:5]=[CH:4][CH:3]=1.O.C(N(CC)CC)C.[C:30]([O:34][C:35](O[C:35]([O:34][C:30]([CH3:33])([CH3:32])[CH3:31])=[O:36])=[O:36])([CH3:33])([CH3:32])[CH3:31]. The catalyst is O1CCCC1.C(OCC)(=O)C. The product is [CH2:1]([O:8][N:9]1[C:15](=[O:16])[N:14]2[CH2:17][C@H:10]1[CH2:11][CH2:12][C@H:13]2[CH2:18][NH:19][C:35]([O:34][C:30]([CH3:33])([CH3:32])[CH3:31])=[O:36])[C:2]1[CH:7]=[CH:6][CH:5]=[CH:4][CH:3]=1. The yield is 0.490. (3) The reactants are [F:1][C:2]1[CH:11]=[C:10]2[C:5]([CH:6]=[CH:7][C:8](=[O:17])[N:9]2[CH2:12][CH2:13][C:14]([OH:16])=O)=[CH:4][CH:3]=1.C(Cl)(=O)C(Cl)=O.[Cl-].[Cl-].[Cl-].[Al+3].C([O-])(O)=O.[Na+]. The catalyst is ClCCl.CN(C=O)C. The product is [F:1][C:2]1[CH:3]=[CH:4][C:5]2[CH:6]=[CH:7][C:8](=[O:17])[N:9]3[C:10]=2[C:11]=1[C:14](=[O:16])[CH2:13][CH2:12]3. The yield is 0.800. (4) The reactants are [Cl:1][C:2]1[CH:3]=[C:4]2[C:8](=[CH:9][CH:10]=1)[NH:7][C:6](=[O:11])[CH2:5]2.[CH2:12]([O:14][C:15]([C:17]1[NH:18][C:19]([CH:23]=O)=[C:20]([CH3:22])[CH:21]=1)=[O:16])[CH3:13]. No catalyst specified. The product is [CH2:12]([O:14][C:15]([C:17]1[NH:18][C:19]([CH:23]=[C:5]2[C:4]3[C:8](=[CH:9][CH:10]=[C:2]([Cl:1])[CH:3]=3)[NH:7][C:6]2=[O:11])=[C:20]([CH3:22])[CH:21]=1)=[O:16])[CH3:13]. The yield is 0.940. (5) The reactants are [N+:1]([C:4]1[CH:12]=[C:11]2[C:7]([CH:8]=[N:9][N:10]2[C:13]([O:15][C:16]([CH3:19])([CH3:18])[CH3:17])=[O:14])=[CH:6][CH:5]=1)([O-])=O. The catalyst is CO.[Pd]. The product is [NH2:1][C:4]1[CH:12]=[C:11]2[C:7]([CH:8]=[N:9][N:10]2[C:13]([O:15][C:16]([CH3:19])([CH3:18])[CH3:17])=[O:14])=[CH:6][CH:5]=1. The yield is 0.980. (6) The reactants are [OH:1][CH:2]([CH:43]([CH3:45])[CH3:44])[CH2:3][O:4][C@H:5]1[CH2:10][CH2:9][C@H:8]([N:11]2[C:16](=[O:17])[C:15]([CH2:18][C:19]3[CH:24]=[CH:23][C:22]([C:25]4[CH:30]=[CH:29][CH:28]=[CH:27][C:26]=4[C:31]4[NH:35][C:34](=[O:36])[O:33][N:32]=4)=[CH:21][CH:20]=3)=[C:14]([CH2:37][CH2:38][CH3:39])[N:13]3[N:40]=[CH:41][CH:42]=[C:12]23)[CH2:7][CH2:6]1.CC(OI1(OC(C)=O)(OC(C)=O)OC(=O)C2C1=CC=CC=2)=O.C(OCC)(=O)C.S([O-])([O-])(=O)=S.[Na+].[Na+]. The catalyst is C(Cl)Cl.O. The product is [CH3:45][CH:43]([CH3:44])[C:2](=[O:1])[CH2:3][O:4][C@H:5]1[CH2:10][CH2:9][C@H:8]([N:11]2[C:16](=[O:17])[C:15]([CH2:18][C:19]3[CH:20]=[CH:21][C:22]([C:25]4[CH:30]=[CH:29][CH:28]=[CH:27][C:26]=4[C:31]4[NH:35][C:34](=[O:36])[O:33][N:32]=4)=[CH:23][CH:24]=3)=[C:14]([CH2:37][CH2:38][CH3:39])[N:13]3[N:40]=[CH:41][CH:42]=[C:12]23)[CH2:7][CH2:6]1. The yield is 0.250. (7) The reactants are [C:1]1([C:7]2[N:11]=[C:10]([N:12]3[CH2:17][CH2:16][NH:15][CH2:14][CH2:13]3)[S:9][N:8]=2)[CH:6]=[CH:5][CH:4]=[CH:3][CH:2]=1.C(N(CC)CC)C.[F:25][C:26]1[CH:31]=[CH:30][C:29]([N:32]=[C:33]=[O:34])=[CH:28][CH:27]=1. The catalyst is O1CCCC1. The product is [F:25][C:26]1[CH:31]=[CH:30][C:29]([NH:32][C:33]([N:15]2[CH2:16][CH2:17][N:12]([C:10]3[S:9][N:8]=[C:7]([C:1]4[CH:2]=[CH:3][CH:4]=[CH:5][CH:6]=4)[N:11]=3)[CH2:13][CH2:14]2)=[O:34])=[CH:28][CH:27]=1. The yield is 0.852. (8) The reactants are [OH-].[Na+].C([O:5][C:6]([C:8]1[CH:12]=[C:11]([CH2:13][CH2:14][CH2:15][CH:16]([CH3:18])[CH3:17])[NH:10][N:9]=1)=[O:7])C. The catalyst is CO. The product is [CH3:17][CH:16]([CH3:18])[CH2:15][CH2:14][CH2:13][C:11]1[NH:10][N:9]=[C:8]([C:6]([OH:7])=[O:5])[CH:12]=1. The yield is 0.802. (9) The reactants are [Si]([O:8][C:9]1[C:18]([CH:19]([CH3:21])[CH3:20])=[C:17]([O:22][C:23]#[C:24][CH:25]2[CH2:27][CH2:26]2)[C:16]2[C:11](=[CH:12][CH:13]=[C:14]([F:28])[CH:15]=2)[N:10]=1)(C(C)(C)C)(C)C.[H-].[Al+3].[Li+].[H-].[H-].[H-].O. The catalyst is C1COCC1. The product is [CH:25]1(/[CH:24]=[CH:23]/[O:22][CH:17]2[C:16]3[C:11](=[CH:12][CH:13]=[C:14]([F:28])[CH:15]=3)[NH:10][C:9](=[O:8])[CH:18]2[CH:19]([CH3:21])[CH3:20])[CH2:27][CH2:26]1. The yield is 0.200. (10) The reactants are [Li+].[OH-].[CH2:3]([O:10][P:11]([O:21][C:22]1[CH:27]=[CH:26][C:25]([CH2:28][C:29]([O:31]C)=[O:30])=[CH:24][CH:23]=1)([O:13][CH2:14][C:15]1[CH:20]=[CH:19][CH:18]=[CH:17][CH:16]=1)=[O:12])[C:4]1[CH:9]=[CH:8][CH:7]=[CH:6][CH:5]=1.Cl. The catalyst is C1COCC1.CO. The product is [CH2:14]([O:13][P:11]([O:21][C:22]1[CH:23]=[CH:24][C:25]([CH2:28][C:29]([OH:31])=[O:30])=[CH:26][CH:27]=1)([O:10][CH2:3][C:4]1[CH:9]=[CH:8][CH:7]=[CH:6][CH:5]=1)=[O:12])[C:15]1[CH:20]=[CH:19][CH:18]=[CH:17][CH:16]=1. The yield is 0.676.